Dataset: Forward reaction prediction with 1.9M reactions from USPTO patents (1976-2016). Task: Predict the product of the given reaction. (1) Given the reactants [SH:1][C:2]1[NH:3][C:4]2[CH:10]=[C:9]([O:11][CH3:12])[CH:8]=[CH:7][C:5]=2[N:6]=1.Cl.Cl[CH2:15][C:16]1[CH:22]=[CH:21][CH:20]=[CH:19][C:17]=1[NH2:18], predict the reaction product. The product is: [CH3:12][O:11][C:9]1[CH:8]=[CH:7][C:5]2[NH:6][C:2]([S:1][CH2:15][C:16]3[CH:22]=[CH:21][CH:20]=[CH:19][C:17]=3[NH2:18])=[N:3][C:4]=2[CH:10]=1. (2) Given the reactants [F:1][CH:2]([F:13])[C:3]1[CH:8]=[CH:7][CH:6]=[C:5]([N+:9]([O-])=O)[C:4]=1[F:12], predict the reaction product. The product is: [F:13][CH:2]([F:1])[C:3]1[C:4]([F:12])=[C:5]([CH:6]=[CH:7][CH:8]=1)[NH2:9]. (3) The product is: [OH:76][CH:77]1[O:85][C@H:84]([CH2:86][OH:87])[C@@H:82]([O:83][C@@H:46]2[O:51][C@H:50]([CH2:52][OH:53])[C@H:49]([OH:54])[C@H:48]([OH:9])[C@H:47]2[OH:56])[C@H:80]([OH:81])[C@H:78]1[OH:79]. Given the reactants CC1(C)S[C@@H]2[C@H](NC([C@H](N)C3C=CC=CC=3)=O)C(=[O:9])N2[C@H]1C(O)=O.C1[C@H](N)[C@@H](O[C@H]2O[C@H](CN)[C@@H](O)[C@H](O)[C@H]2O)[C@H](O)[C@@H](O[C@H:46]2[O:51][C@H:50]([CH2:52][OH:53])[C@@H:49]([OH:54])[C@H:48](N)[C@H:47]2[OH:56])[C@@H]1N.CC1[N+](CC2C=NC(C)=NC=2N)=CSC=1CCO.[O:76]=[CH:77][C@@H:78]([C@H:80]([C@@H:82]([C@@H:84]([CH2:86][OH:87])[OH:85])[OH:83])[OH:81])[OH:79], predict the reaction product.